Dataset: Full USPTO retrosynthesis dataset with 1.9M reactions from patents (1976-2016). Task: Predict the reactants needed to synthesize the given product. (1) Given the product [F:16][C:14]1[CH:15]=[C:10]([CH:11]=[C:12]([F:17])[CH:13]=1)[CH2:9][NH:8][C:6](=[O:7])[CH:5]([CH3:18])[C:4]([OH:19])=[O:3], predict the reactants needed to synthesize it. The reactants are: C([O:3][C:4](=[O:19])[CH:5]([CH3:18])[C:6]([NH:8][CH2:9][C:10]1[CH:15]=[C:14]([F:16])[CH:13]=[C:12]([F:17])[CH:11]=1)=[O:7])C.[OH-].[Li+]. (2) Given the product [C:1]1([CH3:13])[CH:2]=[CH:3][C:4]([C:7]2([C:10]([O:12][CH3:14])=[O:11])[CH2:9][CH2:8]2)=[CH:5][CH:6]=1, predict the reactants needed to synthesize it. The reactants are: [C:1]1([CH3:13])[CH:6]=[CH:5][C:4]([C:7]2([C:10]([OH:12])=[O:11])[CH2:9][CH2:8]2)=[CH:3][CH:2]=1.[CH2:14]1CCN2C(=NCCC2)CC1.CI.